Dataset: Experimentally validated miRNA-target interactions with 360,000+ pairs, plus equal number of negative samples. Task: Binary Classification. Given a miRNA mature sequence and a target amino acid sequence, predict their likelihood of interaction. (1) The miRNA is mmu-miR-452-3p with sequence UCAGUCUCAUCUGCAAAGAGGU. The protein sequence of the target gene is MKLEFTEKNYNSFVLQNLNRQRKRKEYWDMALSVDNHVFFAHRNVLAAVSPLVRSLISSNDMKTADELFITIDTSYLSPVTVDQLLDYFYSGKVVISEQNVEELLRGAQYFNTPRLRVHCNDFLIKSICRANCLRYLFLAELFELKEVSDVAYSGIRDNFHYWASPEGSMHFMRCPPVIFGRLLRDENLHVLNEDQALSALINWVYFRKEDREKYFKKFFNYINLNAVSNKTLVFASNKLVGMENTSSHTTLIESVLMDRKQERPCSLLVYQRKGALLDSVVILGGQKAHGQFNDGVFAY.... Result: 0 (no interaction). (2) The miRNA is hsa-miR-6801-5p with sequence UGGUCAGAGGCAGCAGGAAAUGA. The protein sequence of the target gene is MMNEDAAQKSDSGEKFNGSSQRRKRPKKSDSNASFLRAARAGNLDKVVEYLKGGIDINTCNQNGLNALHLAAKEGHVGLVQELLGRGSSVDSATKKGNTALHIASLAGQAEVVKVLVKEGANINAQSQNGFTPLYMAAQENHIDVVKYLLENGANQSTATEDGFTPLAVALQQGHNQAVAILLENDTKGKVRLPALHIAARKDDTKSAALLLQNDHNADVQSKMMVNRTTESGFTPLHIAAHYGNVNVATLLLNRGAAVDFTARNGITPLHVASKRGNTNMVKLLLDRGGQIDAKTRDGL.... Result: 0 (no interaction). (3) The miRNA is rno-miR-221-3p with sequence AGCUACAUUGUCUGCUGGGUUUC. The protein sequence of the target gene is MESSEPEPTEDASMDAFLEKFQSQPYRGGFREDQWEEEFDKIPLFMKKAPSEIDPEEFPDLACLQSMIFDDDRYPEEQAKTYKDEGNDYFKEKDYKKAVLSYSEGLKKKCADPDLNAVLYTNRAAAQYYLGNVRSSLNDVLAAKKLKPGHLKAIIRGALCHLELKHFAEAVNWCDEGLQIDAKEKKLLEIRAKADKLKRMEERDLRKAKLKEKKEQHQNEALLQAIKARNIRLVSESAGEDEDSASNGPAEILLDGLSSENPYGARLSIDDQGRLSWPVLFLYPEYAQSDFISAFHEDTR.... Result: 0 (no interaction). (4) The miRNA is hsa-miR-548ab with sequence AAAAGUAAUUGUGGAUUUUGCU. The protein sequence of the target gene is MPRKKAAAAAWEEPSSGNGTARAGPRKRGGPAGRKRERPERCSSSSGGGSSGDEDGLELDGAPGGGKRAARPATAGKAGGAAVVITEPEHTKERVKLEGSKCKGQLLIFGATNWDLIGRKEVPKQQAAYRNLGQNLWGPHRYGCLAGVRVRTVVSGSCAAHSLLITTEGKLWSWGRNEKGQLGHGDTKRVEAPRLIEGLSHEVIVSAACGRNHTLALTETGSVFAFGENKMGQLGLGNQTDAVPSPAQIMYNGQPITKMACGAEFSMIMDCKGNLYSFGCPEYGQLGHNSDGKFIARAQR.... Result: 1 (interaction). (5) The miRNA is hsa-miR-8072 with sequence GGCGGCGGGGAGGUAGGCAG. The protein sequence of the target gene is MERHPASASSRQELGRLLEAVLTSRGQANAVFDILAVLQSEEPEEIEEGVRTCSRLFGTLLEREELFVGSLPSEDTALAGSQGATYKYKVWIRHRYHSCCNRLEELLAHPTFQVKELALKTLMKFVQLEGAKPLEKPQWESHYLFPRTLFRAVVGGLLTPEDDHSLLISHFCEYLEYDDIRYHTMQVATSIMARATSQQPEVSLTLWNNAFTLLSAVSLPLQECELTNFYVKHAQTSDKWKVVHLKEHKKAFQEMWLGFLKHKLPLSLYKKVLVAMHDSILPHLAQPTLMIDFLTSACDV.... Result: 0 (no interaction).